Dataset: Reaction yield outcomes from USPTO patents with 853,638 reactions. Task: Predict the reaction yield, written as a fraction of the theoretical maximum amount of product (1.0 means a 100% yield; for example, 0.34 means a 34% yield). (1) The reactants are [CH3:1][N:2]([CH3:22])[CH2:3][C:4]1([C:10]2[CH:15]=[CH:14][CH:13]=[C:12]([C:16]3[CH:17]=[N:18][N:19]([CH3:21])[CH:20]=3)[CH:11]=2)[CH2:9][CH2:8][NH:7][CH2:6][CH2:5]1.Cl[C:24]1[N:32]=[CH:31][N:30]=[C:29]2[C:25]=1[NH:26][CH:27]=[N:28]2.C(N(CC)CC)C. The catalyst is C(O)CCC. The product is [CH3:1][N:2]([CH3:22])[CH2:3][C:4]1([C:10]2[CH:15]=[CH:14][CH:13]=[C:12]([C:16]3[CH:17]=[N:18][N:19]([CH3:21])[CH:20]=3)[CH:11]=2)[CH2:5][CH2:6][N:7]([C:24]2[N:32]=[CH:31][N:30]=[C:29]3[C:25]=2[N:26]=[CH:27][NH:28]3)[CH2:8][CH2:9]1. The yield is 0.596. (2) The reactants are [C:1]([C:5]1[NH:6][C:7]2[C:12]([CH:13]=1)=[CH:11][C:10]([NH:14][C:15]([CH:17]1[CH2:19][CH2:18]1)=[O:16])=[CH:9][C:8]=2[C:20]#[N:21])([CH3:4])([CH3:3])[CH3:2].[H][H].[C:24]([O:27][CH2:28][CH3:29])(=[O:26])C. The catalyst is [Pd]. The product is [NH2:21][CH2:20][C:8]1[CH:9]=[C:10]([NH:14][C:15]([C:17]2([C:1]3[CH:5]=[CH:13][C:29]4[O:26][CH2:24][O:27][C:28]=4[CH:2]=3)[CH2:18][CH2:19]2)=[O:16])[CH:11]=[C:12]2[C:7]=1[NH:6][C:5]([C:1]([CH3:4])([CH3:2])[CH3:3])=[CH:13]2. The yield is 0.320. (3) The reactants are [C:1]([O:4][CH:5]1[CH2:10][CH2:9][N:8](CC2C=CC=CC=2)[CH2:7][CH2:6]1)(=[O:3])[CH3:2].[H][H]. The catalyst is C(O)C.O.[Pd]. The product is [C:1]([O:4][CH:5]1[CH2:10][CH2:9][NH:8][CH2:7][CH2:6]1)(=[O:3])[CH3:2]. The yield is 0.920. (4) The reactants are [F:1][C:2]1[CH:30]=[CH:29][C:5]([C:6]([NH:8][C:9]2[C:10]([CH3:28])=[C:11]([CH3:27])[C:12]3[O:16][C:15]([CH3:17])=[C:14]([C:18]4[CH:23]=[CH:22][C:21]([F:24])=[CH:20][CH:19]=4)[C:13]=3[C:25]=2[CH3:26])=O)=[CH:4][CH:3]=1. The catalyst is C(O)C. The product is [F:1][C:2]1[CH:30]=[CH:29][C:5]([CH2:6][NH:8][C:9]2[C:10]([CH3:28])=[C:11]([CH3:27])[C:12]3[O:16][C:15]([CH3:17])=[C:14]([C:18]4[CH:23]=[CH:22][C:21]([F:24])=[CH:20][CH:19]=4)[C:13]=3[C:25]=2[CH3:26])=[CH:4][CH:3]=1. The yield is 0.660. (5) The reactants are [F:1][C:2]1[CH:21]=[C:20]([F:22])[CH:19]=[CH:18][C:3]=1[O:4][C:5]1[C:14]([O:15][CH3:16])=[CH:13][CH:12]=[C:11]2[C:6]=1[CH:7]=[CH:8][CH:9]=[N+:10]2[O-].C(OC(=O)C)(=[O:25])C.N. No catalyst specified. The product is [F:1][C:2]1[CH:21]=[C:20]([F:22])[CH:19]=[CH:18][C:3]=1[O:4][C:5]1[C:14]([O:15][CH3:16])=[CH:13][CH:12]=[C:11]2[C:6]=1[CH:7]=[CH:8][C:9](=[O:25])[NH:10]2. The yield is 0.222.